Dataset: Full USPTO retrosynthesis dataset with 1.9M reactions from patents (1976-2016). Task: Predict the reactants needed to synthesize the given product. (1) Given the product [CH3:24][C:23]1[CH2:22][CH:21]=[C:20]([CH3:27])[C:19]=1[C:14]1[CH:15]=[CH:16][CH:17]=[CH:18][C:13]=1[NH:12][S:9]([C:2]1[C:3]([CH3:8])=[CH:4][C:5]([CH3:7])=[CH:6][C:1]=1[CH3:26])(=[O:11])=[O:10], predict the reactants needed to synthesize it. The reactants are: [C:1]1([CH3:26])[CH:6]=[C:5]([CH3:7])[CH:4]=[C:3]([CH3:8])[C:2]=1[S:9]([NH:12][C:13]1[CH:18]=[CH:17][CH:16]=[CH:15][C:14]=1[C:19]1[C:20](=O)[CH2:21][CH2:22][C:23]=1[CH3:24])(=[O:11])=[O:10].[CH2:27]1COCC1.[Li]C.C([O-])(O)=O.[Na+]. (2) Given the product [N+:1]([C:4]1[CH:9]=[CH:8][CH:7]=[CH:6][C:5]=1[CH2:10][C:11]([Cl:17])=[O:13])([O-:3])=[O:2], predict the reactants needed to synthesize it. The reactants are: [N+:1]([C:4]1[CH:9]=[CH:8][CH:7]=[CH:6][C:5]=1[CH2:10][C:11]([OH:13])=O)([O-:3])=[O:2].C(Cl)(=O)C([Cl:17])=O. (3) Given the product [CH2:33]([N:22]1[C:21]2[CH:23]=[CH:24][C:25]([C:27]([O:29][CH3:30])=[O:28])=[CH:26][C:20]=2[N:19]=[C:18]1[C:14]1[CH:15]=[CH:16][C:17]2[N:5]([CH2:3][CH3:4])[C:6]3[C:11]([C:12]=2[CH:13]=1)=[CH:10][CH:9]=[CH:8][CH:7]=3)[CH:32]=[CH2:31].[CH2:33]([N:19]1[C:20]2[CH:26]=[C:25]([C:27]([O:29][CH3:30])=[O:28])[CH:24]=[CH:23][C:21]=2[N:22]=[C:18]1[C:14]1[CH:15]=[CH:16][C:17]2[N:5]([CH2:3][CH3:4])[C:6]3[C:11]([C:12]=2[CH:13]=1)=[CH:10][CH:9]=[CH:8][CH:7]=3)[CH:32]=[CH2:31], predict the reactants needed to synthesize it. The reactants are: [H-].[Na+].[CH2:3]([N:5]1[C:17]2[CH:16]=[CH:15][C:14]([C:18]3[NH:22][C:21]4[CH:23]=[CH:24][C:25]([C:27]([O:29][CH3:30])=[O:28])=[CH:26][C:20]=4[N:19]=3)=[CH:13][C:12]=2[C:11]2[C:6]1=[CH:7][CH:8]=[CH:9][CH:10]=2)[CH3:4].[CH2:31](Br)[CH:32]=[CH2:33].C(=O)([O-])O.[Na+].